This data is from Reaction yield outcomes from USPTO patents with 853,638 reactions. The task is: Predict the reaction yield, written as a fraction of the theoretical maximum amount of product (1.0 means a 100% yield; for example, 0.34 means a 34% yield). The product is [C:39]([O:38][C:36](=[O:37])[C@@H:35]([NH:43][C:44](=[O:55])[C:45]1[CH:50]=[CH:49][C:48]([C:51]([CH3:54])([CH3:53])[CH3:52])=[CH:47][CH:46]=1)[CH2:34][C:31]1[CH:32]=[CH:33][C:28]([C:25]2[N:24]=[CH:23][C:22]([C:1]([OH:3])=[O:2])=[CH:27][N:26]=2)=[CH:29][CH:30]=1)([CH3:42])([CH3:41])[CH3:40]. The reactants are [CH:1]([O-:3])=[O:2].[Li+].CCN(C(C)C)C(C)C.C(OC(=O)C)(=O)C.Br[C:22]1[CH:23]=[N:24][C:25]([C:28]2[CH:33]=[CH:32][C:31]([CH2:34][C@H:35]([NH:43][C:44](=[O:55])[C:45]3[CH:50]=[CH:49][C:48]([C:51]([CH3:54])([CH3:53])[CH3:52])=[CH:47][CH:46]=3)[C:36]([O:38][C:39]([CH3:42])([CH3:41])[CH3:40])=[O:37])=[CH:30][CH:29]=2)=[N:26][CH:27]=1. The yield is 0.880. The catalyst is CN(C=O)C.C(O)(=O)CC(CC(O)=O)(C(O)=O)O.C1C=CC(P(C2C=CC=CC=2)[C-]2C=CC=C2)=CC=1.C1C=CC(P(C2C=CC=CC=2)[C-]2C=CC=C2)=CC=1.Cl[Pd]Cl.[Fe+2].